This data is from Forward reaction prediction with 1.9M reactions from USPTO patents (1976-2016). The task is: Predict the product of the given reaction. Given the reactants [NH2:1][C:2]1[CH:3]=[C:4]2[C:9](=[C:10]([Cl:12])[CH:11]=1)[N:8]=[CH:7][C:6]([C:13]#[N:14])=[C:5]2[NH:15][C:16]1[CH:21]=[CH:20][C:19]([F:22])=[C:18]([Cl:23])[CH:17]=1.[CH3:24][C:25]1[CH:30]=[CH:29][CH:28]=[N+:27]([O-:31])[C:26]=1[CH:32]=O.[BH3-]C#N.[Na+], predict the reaction product. The product is: [Cl:12][C:10]1[CH:11]=[C:2]([NH:1][CH2:32][C:26]2[C:25]([CH3:24])=[CH:30][CH:29]=[CH:28][N+:27]=2[O-:31])[CH:3]=[C:4]2[C:9]=1[N:8]=[CH:7][C:6]([C:13]#[N:14])=[C:5]2[NH:15][C:16]1[CH:21]=[CH:20][C:19]([F:22])=[C:18]([Cl:23])[CH:17]=1.